From a dataset of Reaction yield outcomes from USPTO patents with 853,638 reactions. Predict the reaction yield, written as a fraction of the theoretical maximum amount of product (1.0 means a 100% yield; for example, 0.34 means a 34% yield). (1) The reactants are I[CH2:2][CH3:3].[CH2:4]1[O:8][C:7]2[CH:9]=[C:10]([OH:13])[CH:11]=[CH:12][C:6]=2[O:5]1.C([O-])([O-])=O.[K+].[K+].O. The catalyst is CN(C=O)C. The product is [CH2:2]([O:13][C:10]1[CH:11]=[CH:12][C:6]2[O:5][CH2:4][O:8][C:7]=2[CH:9]=1)[CH3:3]. The yield is 0.620. (2) The reactants are [CH2:1]([O:8][C:9]1[CH:10]=[C:11]([CH2:15][CH:16]([NH:27]C(OC(C)(C)C)=O)[C:17]([O:19][CH2:20][C:21]2[CH:26]=[CH:25][CH:24]=[CH:23][CH:22]=2)=[O:18])[CH:12]=[CH:13][CH:14]=1)[C:2]1[CH:7]=[CH:6][CH:5]=[CH:4][CH:3]=1.C(O)(C(F)(F)F)=O. The catalyst is C(Cl)Cl. The product is [NH2:27][CH:16]([CH2:15][C:11]1[CH:12]=[CH:13][CH:14]=[C:9]([O:8][CH2:1][C:2]2[CH:3]=[CH:4][CH:5]=[CH:6][CH:7]=2)[CH:10]=1)[C:17]([O:19][CH2:20][C:21]1[CH:22]=[CH:23][CH:24]=[CH:25][CH:26]=1)=[O:18]. The yield is 0.850. (3) The reactants are [CH3:1][C:2]([C:4]1[CH:9]=[CH:8][C:7]([O:10][CH3:11])=[CH:6][C:5]=1F)=O.O.O.[NH2:15][NH2:16]. No catalyst specified. The product is [CH3:11][O:10][C:7]1[CH:6]=[C:5]2[C:4]([C:2]([CH3:1])=[N:15][NH:16]2)=[CH:9][CH:8]=1. The yield is 0.190. (4) The reactants are [CH2:1]([N:8]1[CH2:13][CH2:12][N:11]([CH2:14][CH2:15][CH2:16][C:17]([O:19][CH3:20])=[O:18])[CH2:10][CH2:9]1)[C:2]1[CH:7]=CC=CC=1.O=CCCC[NH:26][C:27](=[O:33])[O:28][C:29]([CH3:32])([CH3:31])[CH3:30].C(O[BH-](OC(=O)C)OC(=O)C)(=O)C.[Na+].C(=O)(O)[O-].[Na+]. The catalyst is ClCCl.O. The product is [C:29]([O:28][C:27]([NH:26][CH2:7][CH2:2][CH2:1][N:8]1[CH2:9][CH2:10][N:11]([CH2:14][CH2:15][CH2:16][C:17]([O:19][CH3:20])=[O:18])[CH2:12][CH2:13]1)=[O:33])([CH3:32])([CH3:31])[CH3:30]. The yield is 0.750. (5) The yield is 0.990. The catalyst is O. The product is [CH3:13][N:14]([CH3:15])[C:8](=[O:9])[C:7]1[CH:11]=[CH:12][C:4]([N+:1]([O-:3])=[O:2])=[CH:5][CH:6]=1. The reactants are [N+:1]([C:4]1[CH:12]=[CH:11][C:7]([C:8](O)=[O:9])=[CH:6][CH:5]=1)([O-:3])=[O:2].[CH3:13][N:14](C=O)[CH3:15].C1C=CC2N(O)N=NC=2C=1.CCN=C=NCCCN(C)C.Cl.CCN(C(C)C)C(C)C.